From a dataset of Catalyst prediction with 721,799 reactions and 888 catalyst types from USPTO. Predict which catalyst facilitates the given reaction. Reactant: C[O:2][C:3](=[O:31])[CH2:4][O:5][C:6]1[N:7]=[C:8]([N:18]2[CH2:23][CH2:22][N:21]3[C:24]([C:27]([F:30])([F:29])[F:28])=[N:25][N:26]=[C:20]3[CH2:19]2)[C:9]2[CH:14]=[C:13]([CH2:15][CH2:16][CH3:17])[S:12][C:10]=2[N:11]=1.[OH-].[Na+].Cl. Product: [CH2:15]([C:13]1[S:12][C:10]2[N:11]=[C:6]([O:5][CH2:4][C:3]([OH:31])=[O:2])[N:7]=[C:8]([N:18]3[CH2:23][CH2:22][N:21]4[C:24]([C:27]([F:29])([F:28])[F:30])=[N:25][N:26]=[C:20]4[CH2:19]3)[C:9]=2[CH:14]=1)[CH2:16][CH3:17]. The catalyst class is: 83.